This data is from Catalyst prediction with 721,799 reactions and 888 catalyst types from USPTO. The task is: Predict which catalyst facilitates the given reaction. (1) Reactant: [N:1]1[C:10]2[C:5](=[C:6]([NH:11][CH2:12][C:13]([C:28]([F:31])([F:30])[F:29])([OH:27])[CH2:14][C:15]([C:18]3[CH:23]=[C:22]([F:24])[CH:21]=[CH:20][C:19]=3[O:25]C)([CH3:17])[CH3:16])[CH:7]=[CH:8][CH:9]=2)[N:4]=[CH:3][CH:2]=1.B(Br)(Br)Br.C(OCC)(=O)C.C([O-])(O)=O.[Na+]. Product: [N:1]1[C:10]2[C:5](=[C:6]([NH:11][CH2:12][C:13]([C:28]([F:30])([F:29])[F:31])([OH:27])[CH2:14][C:15]([C:18]3[CH:23]=[C:22]([F:24])[CH:21]=[CH:20][C:19]=3[OH:25])([CH3:17])[CH3:16])[CH:7]=[CH:8][CH:9]=2)[N:4]=[CH:3][CH:2]=1. The catalyst class is: 4. (2) Reactant: Br[C:2]1[CH:3]=[C:4]([Cl:11])[C:5]2[O:9][CH2:8][O:7][C:6]=2[CH:10]=1.[Li]CCCC.[B:17](OC)([O:20]C)[O:18]C.Cl. Product: [Cl:11][C:4]1[C:5]2[O:9][CH2:8][O:7][C:6]=2[CH:10]=[C:2]([B:17]([OH:20])[OH:18])[CH:3]=1. The catalyst class is: 1. (3) Reactant: [CH:1]1([C:4]2N=[C:8]([NH:10][C:11]3[C:12](=[O:27])[N:13]([CH3:26])[CH:14]=[C:15](B4OC(C)(C)C(C)(C)O4)[CH:16]=3)[CH:7]=[CH:6][N:5]=2)[CH2:3][CH2:2]1.Cl[C:29]1[CH:34]=[CH:33][N:32]=[C:31]([N:35]2[CH2:46][CH2:45][N:44]3[C:37](=[CH:38][C:39]4[CH2:40][C:41]([CH3:48])([CH3:47])[CH2:42][C:43]=43)[C:36]2=[O:49])[C:30]=1[CH:50]=[O:51].[O-]P([O-])([O-])=O.[K+].[K+].[K+].[C:60]([O-])(=O)C.[Na+]. Product: [CH:1]1([C:4]2[CH:60]=[C:8]([NH:10][C:11]3[C:12](=[O:27])[N:13]([CH3:26])[CH:14]=[C:15]([C:29]4[CH:34]=[CH:33][N:32]=[C:31]([N:35]5[CH2:46][CH2:45][N:44]6[C:37](=[CH:38][C:39]7[CH2:40][C:41]([CH3:48])([CH3:47])[CH2:42][C:43]=76)[C:36]5=[O:49])[C:30]=4[CH:50]=[O:51])[CH:16]=3)[CH:7]=[CH:6][N:5]=2)[CH2:2][CH2:3]1. The catalyst class is: 379. (4) Reactant: [N:1]1[CH:6]=[CH:5][CH:4]=[CH:3][C:2]=1[C:7]([CH:9]=O)=O.C(=O)(O)O.[NH2:15][NH:16][C:17]([NH2:19])=[NH:18]. Product: [N:1]1[CH:6]=[CH:5][CH:4]=[CH:3][C:2]=1[C:7]1[N:18]=[C:17]([NH2:19])[N:16]=[N:15][CH:9]=1. The catalyst class is: 14. (5) Reactant: [Br:1][C:2]1[C:3]([F:20])=[C:4]([C:13]([C:16]([CH3:19])([CH3:18])[CH3:17])=[CH:14][CH:15]=1)[O:5][Si](C(C)(C)C)(C)C.CCCC[N+](CCCC)(CCCC)CCCC.[F-].[NH4+].[Cl-]. Product: [Br:1][C:2]1[C:3]([F:20])=[C:4]([OH:5])[C:13]([C:16]([CH3:17])([CH3:19])[CH3:18])=[CH:14][CH:15]=1. The catalyst class is: 1.